This data is from NCI-60 drug combinations with 297,098 pairs across 59 cell lines. The task is: Regression. Given two drug SMILES strings and cell line genomic features, predict the synergy score measuring deviation from expected non-interaction effect. Drug 1: CC1CCC2CC(C(=CC=CC=CC(CC(C(=O)C(C(C(=CC(C(=O)CC(OC(=O)C3CCCCN3C(=O)C(=O)C1(O2)O)C(C)CC4CCC(C(C4)OC)O)C)C)O)OC)C)C)C)OC. Drug 2: B(C(CC(C)C)NC(=O)C(CC1=CC=CC=C1)NC(=O)C2=NC=CN=C2)(O)O. Cell line: PC-3. Synergy scores: CSS=70.0, Synergy_ZIP=4.11, Synergy_Bliss=3.70, Synergy_Loewe=-1.23, Synergy_HSA=6.54.